Task: Predict the reactants needed to synthesize the given product.. Dataset: Full USPTO retrosynthesis dataset with 1.9M reactions from patents (1976-2016) (1) The reactants are: C(OC(=O)[NH:7][CH:8]([CH:20]([OH:22])[CH3:21])[C:9](=[O:19])[N:10]1[CH2:18][CH2:17][CH2:16][C:11]21[C:14](=[O:15])[NH:13][CH2:12]2)(C)(C)C.O1CCOCC1.Cl. Given the product [NH2:7][CH:8]([CH:20]([OH:22])[CH3:21])[C:9]([N:10]1[CH2:18][CH2:17][CH2:16][C:11]21[C:14](=[O:15])[NH:13][CH2:12]2)=[O:19], predict the reactants needed to synthesize it. (2) Given the product [CH3:3][O:4][C:5](=[O:21])[C:6]1[CH:11]=[C:10]([N+:12]([O-:14])=[O:13])[C:9]([NH:2][CH3:1])=[N:8][C:7]=1[O:16][CH2:17][CH:18]([F:20])[F:19], predict the reactants needed to synthesize it. The reactants are: [CH3:1][NH2:2].[CH3:3][O:4][C:5](=[O:21])[C:6]1[CH:11]=[C:10]([N+:12]([O-:14])=[O:13])[C:9](Cl)=[N:8][C:7]=1[O:16][CH2:17][CH:18]([F:20])[F:19]. (3) Given the product [CH3:6][O:5][C:3]([CH:2]1[CH2:7][O:1][C:10](=[O:11])[O:12]1)=[O:4], predict the reactants needed to synthesize it. The reactants are: [O:1]1[CH2:7][CH:2]1[C:3]([O:5][CH3:6])=[O:4].[I-].[K+].[C:10](=[O:12])=[O:11]. (4) Given the product [C:1]([O:5][P:6]([CH:13]([F:40])[C:14]1[C:19]([C:20]2[CH:25]=[CH:24][CH:23]=[CH:22][CH:21]=2)=[N:18][C:17]([CH3:26])=[C:16]2[O:27][C:28]([CH3:32])([CH3:31])[O:29][CH2:30][C:15]=12)(=[O:12])[O:7][C:8]([CH3:11])([CH3:10])[CH3:9])([CH3:4])([CH3:3])[CH3:2], predict the reactants needed to synthesize it. The reactants are: [C:1]([O:5][P:6]([CH:13](O)[C:14]1[C:19]([C:20]2[CH:25]=[CH:24][CH:23]=[CH:22][CH:21]=2)=[N:18][C:17]([CH3:26])=[C:16]2[O:27][C:28]([CH3:32])([CH3:31])[O:29][CH2:30][C:15]=12)(=[O:12])[O:7][C:8]([CH3:11])([CH3:10])[CH3:9])([CH3:4])([CH3:3])[CH3:2].CCN(S(F)(F)[F:40])CC. (5) Given the product [Cl:29][C:28]1[C:23]([C:20]2[S:19][C:18]3[CH:17]=[CH:16][CH:15]=[C:14]([C:12](=[O:13])[NH:11][CH:8]4[CH2:9][CH2:10]4)[C:22]=3[CH:21]=2)=[N:24][C:25]([NH:30][CH2:31][CH2:32][CH2:33][CH:34]2[CH2:35][CH2:36][N:37]([C:6]([NH2:5])=[O:7])[CH2:38][CH2:39]2)=[N:26][CH:27]=1, predict the reactants needed to synthesize it. The reactants are: C[Si]([N:5]=[C:6]=[O:7])(C)C.[CH:8]1([NH:11][C:12]([C:14]2[C:22]3[CH:21]=[C:20]([C:23]4[C:28]([Cl:29])=[CH:27][N:26]=[C:25]([NH:30][CH2:31][CH2:32][CH2:33][CH:34]5[CH2:39][CH2:38][NH:37][CH2:36][CH2:35]5)[N:24]=4)[S:19][C:18]=3[CH:17]=[CH:16][CH:15]=2)=[O:13])[CH2:10][CH2:9]1. (6) Given the product [F:22][C:23]1[C:31]([C:32]([F:33])([F:34])[F:35])=[CH:30][CH:29]=[CH:28][C:24]=1[C:25]([NH:1][C:2]1[CH:3]=[C:4]2[C:20](=[O:21])[NH:19][N:18]=[CH:17][C:6]3=[C:7]([C:11]4[CH:12]=[CH:13][CH:14]=[CH:15][CH:16]=4)[NH:8][C:9]([CH:10]=1)=[C:5]23)=[O:26], predict the reactants needed to synthesize it. The reactants are: [NH2:1][C:2]1[CH:3]=[C:4]2[C:20](=[O:21])[NH:19][N:18]=[CH:17][C:6]3=[C:7]([C:11]4[CH:16]=[CH:15][CH:14]=[CH:13][CH:12]=4)[NH:8][C:9]([CH:10]=1)=[C:5]23.[F:22][C:23]1[C:31]([C:32]([F:35])([F:34])[F:33])=[CH:30][CH:29]=[CH:28][C:24]=1[C:25](O)=[O:26].C(N(CC)CC)C.F[P-](F)(F)(F)(F)F.N1(OC(N(C)C)=[N+](C)C)C2N=CC=CC=2N=N1. (7) Given the product [OH:1][CH:2]1[CH2:6][CH2:5][N:4]([C:14]([O:16][C:17]([CH3:20])([CH3:19])[CH3:18])=[O:15])[CH2:3]1, predict the reactants needed to synthesize it. The reactants are: [OH:1][CH:2]1[CH2:6][CH2:5][NH:4][CH2:3]1.C(N(CC)CC)C.[C:14](O[C:14]([O:16][C:17]([CH3:20])([CH3:19])[CH3:18])=[O:15])([O:16][C:17]([CH3:20])([CH3:19])[CH3:18])=[O:15]. (8) Given the product [ClH:11].[CH3:9][C:1]1[CH:6]=[CH:5][C:4]([C:7](=[NH:8])[OH:15])=[CH:3][CH:2]=1, predict the reactants needed to synthesize it. The reactants are: [C:1]1([CH3:9])[CH:6]=[CH:5][C:4]([C:7]#[N:8])=[CH:3][CH:2]=1.C(Cl)(Cl)[Cl:11].C[OH:15].